Dataset: Acute oral toxicity (LD50) regression data from Zhu et al.. Task: Regression/Classification. Given a drug SMILES string, predict its toxicity properties. Task type varies by dataset: regression for continuous values (e.g., LD50, hERG inhibition percentage) or binary classification for toxic/non-toxic outcomes (e.g., AMES mutagenicity, cardiotoxicity, hepatotoxicity). Dataset: ld50_zhu. (1) The compound is OCC1CCc2cc(C3CCCCC3)ccc21. The rat oral LD50 is 3.15, given as -log10 of the dose in mol/kg body weight (higher means more acutely toxic). (2) The drug is Cc1ccccc1N=NN(C)C. The rat oral LD50 is 2.67, given as -log10 of the dose in mol/kg body weight (higher means more acutely toxic). (3) The molecule is CCCn1c(C)cc(OP(=S)(OCC)OCC)cc1=O. The rat oral LD50 is 4.51, given as -log10 of the dose in mol/kg body weight (higher means more acutely toxic). (4) The molecule is O=C(O)CCSCCC(=O)O. The rat oral LD50 is 1.77, given as -log10 of the dose in mol/kg body weight (higher means more acutely toxic). (5) The compound is CC(C)Cc1ccc(CC(=O)O)cc1. The rat oral LD50 is 1.92, given as -log10 of the dose in mol/kg body weight (higher means more acutely toxic). (6) The drug is OC1CCCc2ccccc21. The rat oral LD50 is 1.96, given as -log10 of the dose in mol/kg body weight (higher means more acutely toxic).